Predict the product of the given reaction. From a dataset of Forward reaction prediction with 1.9M reactions from USPTO patents (1976-2016). (1) Given the reactants [Br:1][C:2]1[CH:3]=[C:4]([CH:8]=[CH:9][C:10]=1[C:11]([N:13]1[CH2:17][CH:16]=[CH:15][CH2:14]1)=[O:12])[C:5]([OH:7])=O.CN(C(ON1N=NC2C=CC=CC1=2)=[N+](C)C)C.[B-](F)(F)(F)F.C(N(C(C)C)CC)(C)C.[Br:49][C:50]1[CH:63]=[CH:62][C:53]2[NH:54][C:55]([C@@H:57]([NH2:61])[CH2:58][O:59][CH3:60])=[N:56][C:52]=2[CH:51]=1.ClCl, predict the reaction product. The product is: [Br:1][C:2]1[CH:3]=[C:4]([CH:8]=[CH:9][C:10]=1[C:11]([N:13]1[CH2:17][CH:16]=[CH:15][CH2:14]1)=[O:12])[C:5]([NH:61][C@H:57]([C:55]1[NH:54][C:53]2[CH:62]=[CH:63][C:50]([Br:49])=[CH:51][C:52]=2[N:56]=1)[CH2:58][O:59][CH3:60])=[O:7]. (2) Given the reactants [Cl:1][C:2]1[CH:41]=[CH:40][C:5]2[N:6](CC3C=CC(OC)=CC=3)[C:7](=[O:30])[CH:8]([CH2:22][C:23]3[CH:28]=[CH:27][CH:26]=[CH:25][C:24]=3[Cl:29])[N:9]=[C:10]([C:11]3[CH:21]=[CH:20][C:14]4[NH:15][C:16](=[O:19])[N:17]([CH3:18])[C:13]=4[CH:12]=3)[C:4]=2[CH:3]=1.[Al+3].[Cl-].[Cl-].[Cl-].C(OCC)(=O)C, predict the reaction product. The product is: [Cl:1][C:2]1[CH:41]=[CH:40][C:5]2[NH:6][C:7](=[O:30])[CH:8]([CH2:22][C:23]3[CH:28]=[CH:27][CH:26]=[CH:25][C:24]=3[Cl:29])[N:9]=[C:10]([C:11]3[CH:21]=[CH:20][C:14]4[NH:15][C:16](=[O:19])[N:17]([CH3:18])[C:13]=4[CH:12]=3)[C:4]=2[CH:3]=1. (3) Given the reactants [F:1][C:2]1[CH:7]=[CH:6][C:5]([C:8]2[C:9](=[O:23])[N:10]([C:17]3[CH:22]=[CH:21][CH:20]=[CH:19][N:18]=3)[CH:11]=[C:12]([C:14](O)=[O:15])[CH:13]=2)=[CH:4][CH:3]=1.[CH3:24][C:25]1[N:29]=[C:28]([C@H:30]([NH2:32])[CH3:31])[O:27][N:26]=1.CN(C(ON1N=NC2C=CC=NC1=2)=[N+](C)C)C.F[P-](F)(F)(F)(F)F.C(N(C(C)C)CC)(C)C, predict the reaction product. The product is: [F:1][C:2]1[CH:7]=[CH:6][C:5]([C:8]2[C:9](=[O:23])[N:10]([C:17]3[CH:22]=[CH:21][CH:20]=[CH:19][N:18]=3)[CH:11]=[C:12]([C:14]([NH:32][C@@H:30]([C:28]3[O:27][N:26]=[C:25]([CH3:24])[N:29]=3)[CH3:31])=[O:15])[CH:13]=2)=[CH:4][CH:3]=1. (4) Given the reactants C([O:3][C:4]([C:6]1[CH:10]=[C:9]([C:11]2[CH:16]=[CH:15][CH:14]=[CH:13][CH:12]=2)[O:8][N:7]=1)=[O:5])C.[OH-].[Na+].Cl, predict the reaction product. The product is: [C:11]1([C:9]2[O:8][N:7]=[C:6]([C:4]([OH:5])=[O:3])[CH:10]=2)[CH:12]=[CH:13][CH:14]=[CH:15][CH:16]=1. (5) Given the reactants Br[C:2]1[C:11]([N:12]([CH2:19][CH3:20])[CH:13]2[CH2:18][CH2:17][O:16][CH2:15][CH2:14]2)=[CH:10][CH:9]=[CH:8][C:3]=1[C:4]([O:6][CH3:7])=[O:5].[CH2:21]([Sn](CCCC)(CCCC)CCCC)[CH:22]=[CH2:23].C([O-])([O-])=O.[K+].[K+].CN(C=O)C, predict the reaction product. The product is: [CH2:23]([C:2]1[C:11]([N:12]([CH2:19][CH3:20])[CH:13]2[CH2:18][CH2:17][O:16][CH2:15][CH2:14]2)=[CH:10][CH:9]=[CH:8][C:3]=1[C:4]([O:6][CH3:7])=[O:5])[CH:22]=[CH2:21].